From a dataset of Peptide-MHC class I binding affinity with 185,985 pairs from IEDB/IMGT. Regression. Given a peptide amino acid sequence and an MHC pseudo amino acid sequence, predict their binding affinity value. This is MHC class I binding data. (1) The peptide sequence is VGNVYVKF. The MHC is H-2-Dd with pseudo-sequence H-2-Dd. The binding affinity (normalized) is 0.0642. (2) The peptide sequence is KFRRFTQAI. The MHC is HLA-B27:03 with pseudo-sequence HLA-B27:03. The binding affinity (normalized) is 0.0847. (3) The peptide sequence is SHDVLTVQF. The MHC is HLA-A11:01 with pseudo-sequence HLA-A11:01. The binding affinity (normalized) is 0.0847. (4) The binding affinity (normalized) is 0.183. The peptide sequence is VSTPQGLVK. The MHC is HLA-A11:01 with pseudo-sequence HLA-A11:01. (5) The peptide sequence is LLDAHIPQLVA. The MHC is HLA-A23:01 with pseudo-sequence HLA-A23:01. The binding affinity (normalized) is 0.